Dataset: Forward reaction prediction with 1.9M reactions from USPTO patents (1976-2016). Task: Predict the product of the given reaction. (1) Given the reactants [OH:1][CH2:2][CH2:3][CH2:4][C:5](=[O:7])[CH3:6].C(N(CC)CC)C.[CH3:15][S:16](Cl)(=[O:18])=[O:17], predict the reaction product. The product is: [CH3:15][S:16]([O:1][CH2:2][CH2:3][CH2:4][C:5](=[O:7])[CH3:6])(=[O:18])=[O:17]. (2) The product is: [OH:32][CH2:31][CH2:30][C@H:29]([NH:28][C:25]([C:6]1[C:5]2[C:10](=[CH:11][CH:12]=[C:3]([O:2][CH3:1])[CH:4]=2)[N:9]=[C:8]([C:13]2[CH:14]=[C:15]([O:23][CH3:24])[C:16]([O:21][CH3:22])=[C:17]([O:19][CH3:20])[CH:18]=2)[CH:7]=1)=[O:26])[CH2:33][C:34]1[C:42]2[C:37](=[CH:38][CH:39]=[CH:40][CH:41]=2)[NH:36][CH:35]=1. Given the reactants [CH3:1][O:2][C:3]1[CH:4]=[C:5]2[C:10](=[CH:11][CH:12]=1)[N:9]=[C:8]([C:13]1[CH:18]=[C:17]([O:19][CH3:20])[C:16]([O:21][CH3:22])=[C:15]([O:23][CH3:24])[CH:14]=1)[CH:7]=[C:6]2[C:25](O)=[O:26].[NH2:28][C@H:29]([CH2:33][C:34]1[C:42]2[C:37](=[CH:38][CH:39]=[CH:40][CH:41]=2)[NH:36][CH:35]=1)[CH2:30][CH2:31][OH:32].C1C=C2N=NN(O)C2=CC=1.O.C(Cl)CCl, predict the reaction product. (3) Given the reactants [CH2:1]([O:5][CH2:6][CH2:7][O:8][C:9]1[CH:14]=[CH:13][C:12]([C:15]2[CH:16]=[C:17]3[O:28][CH2:27][CH2:26][N:25]4[C:18]3=[C:19]([CH:34]=2)[CH:20]=[C:21]([C:29]([O:31]CC)=[O:30])[CH2:22][CH2:23][CH2:24]4)=[CH:11][CH:10]=1)[CH2:2][CH2:3][CH3:4].[OH-].[Na+].Cl, predict the reaction product. The product is: [CH2:1]([O:5][CH2:6][CH2:7][O:8][C:9]1[CH:10]=[CH:11][C:12]([C:15]2[CH:16]=[C:17]3[O:28][CH2:27][CH2:26][N:25]4[C:18]3=[C:19]([CH:34]=2)[CH:20]=[C:21]([C:29]([OH:31])=[O:30])[CH2:22][CH2:23][CH2:24]4)=[CH:13][CH:14]=1)[CH2:2][CH2:3][CH3:4]. (4) Given the reactants C1N=CN(C(N2C=NC=C2)=O)C=1.[C:13]([O:17][C:18]([N:20]1[CH2:26][C@@H:25]([CH2:27][C:28]([OH:30])=O)[C@H:24]([C:31]2[CH:36]=[CH:35][C:34]([Cl:37])=[C:33]([Cl:38])[CH:32]=2)[O:23][CH2:22][CH2:21]1)=[O:19])([CH3:16])([CH3:15])[CH3:14].[CH2:39]([O:41][C:42](=[O:47])[CH2:43]C([O-])=O)[CH3:40].[K+].[Cl-].[Mg+2].[Cl-].Cl, predict the reaction product. The product is: [Cl:38][C:33]1[CH:32]=[C:31]([C@@H:24]2[O:23][CH2:22][CH2:21][N:20]([C:18]([O:17][C:13]([CH3:16])([CH3:15])[CH3:14])=[O:19])[CH2:26][C@H:25]2[CH2:27][C:28](=[O:30])[CH2:43][C:42]([O:41][CH2:39][CH3:40])=[O:47])[CH:36]=[CH:35][C:34]=1[Cl:37]. (5) Given the reactants Cl[C:2]1[N:3]=[C:4]([N:22]2[CH2:27][CH2:26][O:25][CH2:24][CH2:23]2)[C:5]2[S:10][C:9]([CH2:11][N:12]3[CH2:17][CH2:16][N:15]([S:18]([CH3:21])(=[O:20])=[O:19])[CH2:14][CH2:13]3)=[CH:8][C:6]=2[N:7]=1.CC1(C)C(C)(C)OB([C:36]2[C:37]([C:43]([F:46])([F:45])[F:44])=[N:38][C:39]([NH2:42])=[N:40][CH:41]=2)O1, predict the reaction product. The product is: [CH3:21][S:18]([N:15]1[CH2:16][CH2:17][N:12]([CH2:11][C:9]2[S:10][C:5]3[C:4]([N:22]4[CH2:27][CH2:26][O:25][CH2:24][CH2:23]4)=[N:3][C:2]([C:36]4[C:37]([C:43]([F:46])([F:45])[F:44])=[N:38][C:39]([NH2:42])=[N:40][CH:41]=4)=[N:7][C:6]=3[CH:8]=2)[CH2:13][CH2:14]1)(=[O:20])=[O:19].